From a dataset of NCI-60 drug combinations with 297,098 pairs across 59 cell lines. Regression. Given two drug SMILES strings and cell line genomic features, predict the synergy score measuring deviation from expected non-interaction effect. (1) Drug 1: CC12CCC3C(C1CCC2=O)CC(=C)C4=CC(=O)C=CC34C. Drug 2: C1=CN(C=N1)CC(O)(P(=O)(O)O)P(=O)(O)O. Cell line: RXF 393. Synergy scores: CSS=7.16, Synergy_ZIP=-11.4, Synergy_Bliss=-28.6, Synergy_Loewe=-28.0, Synergy_HSA=-27.1. (2) Drug 1: C1CCC(C1)C(CC#N)N2C=C(C=N2)C3=C4C=CNC4=NC=N3. Drug 2: C1CCN(CC1)CCOC2=CC=C(C=C2)C(=O)C3=C(SC4=C3C=CC(=C4)O)C5=CC=C(C=C5)O. Cell line: UO-31. Synergy scores: CSS=16.6, Synergy_ZIP=-5.26, Synergy_Bliss=-1.83, Synergy_Loewe=-0.365, Synergy_HSA=-0.186.